Dataset: Reaction yield outcomes from USPTO patents with 853,638 reactions. Task: Predict the reaction yield, written as a fraction of the theoretical maximum amount of product (1.0 means a 100% yield; for example, 0.34 means a 34% yield). (1) The reactants are [NH2:1][C:2]1[CH:7]=[CH:6][N:5]=[CH:4][N:3]=1.CC(C)([O-])C.[K+].F[C:15]1[CH:20]=[C:19]([F:21])[CH:18]=[CH:17][C:16]=1[N+:22]([O-:24])=[O:23]. The catalyst is C1COCC1. The product is [F:21][C:19]1[CH:18]=[CH:17][C:16]([N+:22]([O-:24])=[O:23])=[C:15]([NH:1][C:2]2[CH:7]=[CH:6][N:5]=[CH:4][N:3]=2)[CH:20]=1. The yield is 0.120. (2) The reactants are [CH2:1]([O:8][C:9]1[CH:14]=[CH:13][C:12]([N:15]([CH2:26][C@H:27]([OH:29])[CH3:28])[C:16]([C:18]2[C:19]([Cl:25])=[N:20][CH:21]=[N:22][C:23]=2Cl)=[O:17])=[CH:11][CH:10]=1)[C:2]1[CH:7]=[CH:6][CH:5]=[CH:4][CH:3]=1.C(=O)([O-])[O-].[K+].[K+]. The catalyst is C(#N)C. The product is [CH2:1]([O:8][C:9]1[CH:10]=[CH:11][C:12]([N:15]2[C:16](=[O:17])[C:18]3[C:19]([Cl:25])=[N:20][CH:21]=[N:22][C:23]=3[O:29][C@H:27]([CH3:28])[CH2:26]2)=[CH:13][CH:14]=1)[C:2]1[CH:3]=[CH:4][CH:5]=[CH:6][CH:7]=1. The yield is 0.458. (3) The product is [CH3:2][O:3][C:4]1[CH:5]=[CH:6][C:7]([C@@H:10]2[O:15][CH2:14][CH2:13][N:12]([C:17]3[N:22]([CH3:23])[C:21](=[O:24])[CH:20]=[C:19]([C:25]4[CH:26]=[CH:27][N:28]=[CH:29][CH:30]=4)[N:18]=3)[CH2:11]2)=[CH:8][CH:9]=1. The catalyst is O1CCCC1. The yield is 0.950. The reactants are Cl.[CH3:2][O:3][C:4]1[CH:9]=[CH:8][C:7]([C@@H:10]2[O:15][CH2:14][CH2:13][NH:12][CH2:11]2)=[CH:6][CH:5]=1.Cl[C:17]1[N:22]([CH3:23])[C:21](=[O:24])[CH:20]=[C:19]([C:25]2[CH:30]=[CH:29][N:28]=[CH:27][CH:26]=2)[N:18]=1.C(N(CC)CC)C. (4) The reactants are [CH3:1][C:2]1[O:6][N:5]=[C:4]([C:7]2[CH:12]=[CH:11][CH:10]=[CH:9][CH:8]=2)[C:3]=1[CH2:13][O:14][C:15]1[CH:23]=[CH:22][C:18]([C:19]([OH:21])=[O:20])=[CH:17][N:16]=1.[CH3:24][CH:25](O)[CH3:26]. The catalyst is CN(C)C1C=CN=CC=1.ClCCl. The product is [CH:25]([O:20][C:19](=[O:21])[C:18]1[CH:22]=[CH:23][C:15]([O:14][CH2:13][C:3]2[C:4]([C:7]3[CH:8]=[CH:9][CH:10]=[CH:11][CH:12]=3)=[N:5][O:6][C:2]=2[CH3:1])=[N:16][CH:17]=1)([CH3:26])[CH3:24]. The yield is 0.770. (5) The reactants are [Li+].CC([N-]C(C)C)C.C(NC(C)C)(C)C.[Li]CCCC.[CH3:21][N:22]1[CH:26]=[CH:25][C:24]([CH3:27])=[N:23]1.CN1C(C)=CC=N1.[CH2:35]([Sn:39](Cl)([CH2:44][CH2:45][CH2:46][CH3:47])[CH2:40][CH2:41][CH2:42][CH3:43])[CH2:36][CH2:37][CH3:38]. The catalyst is C1COCC1.O. The product is [CH3:21][N:22]1[C:26]([Sn:39]([CH2:40][CH2:41][CH2:42][CH3:43])([CH2:44][CH2:45][CH2:46][CH3:47])[CH2:35][CH2:36][CH2:37][CH3:38])=[CH:25][C:24]([CH3:27])=[N:23]1. The yield is 0.360. (6) The reactants are CO[C:3]([C:5]1[N:6]=[C:7]([C:23]#[N:24])[C:8]2[C:13]([C:14]=1[OH:15])=[CH:12][CH:11]=[C:10]([O:16][C:17]1[CH:22]=[CH:21][CH:20]=[CH:19][CH:18]=1)[CH:9]=2)=[O:4].[NH2:25][C:26]([CH3:32])([CH3:31])[CH2:27][C:28]([OH:30])=[O:29].C[O-].[Na+].Cl. The catalyst is CN(C=O)C.O. The product is [C:23]([C:7]1[C:8]2[C:13](=[CH:12][CH:11]=[C:10]([O:16][C:17]3[CH:18]=[CH:19][CH:20]=[CH:21][CH:22]=3)[CH:9]=2)[C:14]([OH:15])=[C:5]([C:3]([NH:25][C:26]([CH3:32])([CH3:31])[CH2:27][C:28]([OH:30])=[O:29])=[O:4])[N:6]=1)#[N:24]. The yield is 0.410. (7) The reactants are [CH3:1][C@H:2]1[CH2:7][CH2:6][CH2:5][CH2:4][NH:3]1.CN(C)C=O.F[C:14]1[CH:19]=[CH:18][C:17]([C:20]([F:23])([F:22])[F:21])=[CH:16][C:15]=1[N+:24]([O-:26])=[O:25]. The catalyst is O. The product is [N+:24]([C:15]1[CH:16]=[C:17]([C:20]([F:21])([F:22])[F:23])[CH:18]=[CH:19][C:14]=1[N:3]1[CH2:4][CH2:5][CH2:6][CH2:7][C@@H:2]1[CH3:1])([O-:26])=[O:25]. The yield is 0.992. (8) The reactants are [CH3:1][NH2:2].[N+:3]([C:6]1[C:11]2[N:12]=[C:13]([C:17]3[CH:22]=[CH:21][CH:20]=[C:19]([C:23]([F:26])([F:25])[F:24])[CH:18]=3)O[C:15](=[O:16])[C:10]=2[CH:9]=[CH:8][CH:7]=1)([O-:5])=[O:4]. The catalyst is C1COCC1.CC(O)=O. The product is [CH3:1][N:2]1[C:15](=[O:16])[C:10]2[C:11](=[C:6]([N+:3]([O-:5])=[O:4])[CH:7]=[CH:8][CH:9]=2)[N:12]=[C:13]1[C:17]1[CH:22]=[CH:21][CH:20]=[C:19]([C:23]([F:26])([F:25])[F:24])[CH:18]=1. The yield is 0.890. (9) The reactants are [Br:1][C:2]1[C:7]([OH:8])=[CH:6][CH:5]=[CH:4][C:3]=1[C:9](=[O:11])[CH3:10].C(=O)([O-])[O-].[K+].[K+].[CH2:18](I)[CH3:19].C(OCC)(=O)C.CCCCCC. The catalyst is CN(C)C=O.O. The product is [Br:1][C:2]1[C:7]([O:8][CH2:18][CH3:19])=[CH:6][CH:5]=[CH:4][C:3]=1[C:9](=[O:11])[CH3:10]. The yield is 0.670.